Predict the product of the given reaction. From a dataset of Forward reaction prediction with 1.9M reactions from USPTO patents (1976-2016). Given the reactants [N:1]([C@@H:4]1[CH2:9][CH2:8][CH2:7][CH2:6][C@H:5]1[CH2:10][C:11]1[NH:12][C:13](=[O:23])[C:14]2[NH:19][N:18]=[C:17]([CH:20]([CH3:22])[CH3:21])[C:15]=2[N:16]=1)=[N+]=[N-].Cl.[H][H], predict the reaction product. The product is: [NH2:1][C@@H:4]1[CH2:9][CH2:8][CH2:7][CH2:6][C@H:5]1[CH2:10][C:11]1[NH:12][C:13](=[O:23])[C:14]2[NH:19][N:18]=[C:17]([CH:20]([CH3:21])[CH3:22])[C:15]=2[N:16]=1.